From a dataset of TCR-epitope binding with 47,182 pairs between 192 epitopes and 23,139 TCRs. Binary Classification. Given a T-cell receptor sequence (or CDR3 region) and an epitope sequence, predict whether binding occurs between them. The epitope is YIFFASFYY. The TCR CDR3 sequence is CASSLMRGEYGTDTQYF. Result: 1 (the TCR binds to the epitope).